From a dataset of Peptide-MHC class I binding affinity with 185,985 pairs from IEDB/IMGT. Regression. Given a peptide amino acid sequence and an MHC pseudo amino acid sequence, predict their binding affinity value. This is MHC class I binding data. (1) The peptide sequence is RPVFSSPPS. The MHC is HLA-B54:01 with pseudo-sequence HLA-B54:01. The binding affinity (normalized) is 0.160. (2) The peptide sequence is EKMEKDGQL. The MHC is Mamu-B8701 with pseudo-sequence Mamu-B8701. The binding affinity (normalized) is 0.0369. (3) The peptide sequence is KYLFSPNML. The MHC is HLA-A02:01 with pseudo-sequence HLA-A02:01. The binding affinity (normalized) is 0.0847. (4) The peptide sequence is WEILKFLIT. The MHC is HLA-B40:01 with pseudo-sequence HLA-B40:01. The binding affinity (normalized) is 0.225.